Dataset: Full USPTO retrosynthesis dataset with 1.9M reactions from patents (1976-2016). Task: Predict the reactants needed to synthesize the given product. (1) Given the product [Br:1][C:2]1[CH:3]=[C:4]([CH:8]=[C:9]([Br:23])[C:10]=1[O:11][C:12]1[CH:13]=[C:14](/[CH:24]=[CH:25]/[C:26]2[CH:31]=[CH:30][CH:29]=[CH:28][CH:27]=2)[C:15]([OH:21])=[C:16]([CH:18]([CH3:20])[CH3:19])[CH:17]=1)[C:5]([OH:7])=[O:6], predict the reactants needed to synthesize it. The reactants are: [Br:1][C:2]1[CH:3]=[C:4]([CH:8]=[C:9]([Br:23])[C:10]=1[O:11][C:12]1[CH:17]=[C:16]([CH:18]([CH3:20])[CH3:19])[C:15]([OH:21])=[C:14](I)[CH:13]=1)[C:5]([OH:7])=[O:6].[CH2:24]=[CH:25][C:26]1[CH:31]=[CH:30][CH:29]=[CH:28][CH:27]=1.C(N(CC)CC)C. (2) Given the product [CH2:23]([O:30][C:31]1[CH:32]=[C:33]([CH:34]=[CH:35][CH:36]=1)[CH2:37][O:22][C:5]1[C:6]2[O:10][C:9]([C:11]3[N:12]=[C:13]4[N:17]([CH:18]=3)[N:16]=[C:15]([O:19][CH3:20])[S:14]4)=[CH:8][C:7]=2[CH:21]=[C:3]([O:2][CH3:1])[CH:4]=1)[C:24]1[CH:25]=[CH:26][CH:27]=[CH:28][CH:29]=1, predict the reactants needed to synthesize it. The reactants are: [CH3:1][O:2][C:3]1[CH:4]=[C:5]([OH:22])[C:6]2[O:10][C:9]([C:11]3[N:12]=[C:13]4[N:17]([CH:18]=3)[N:16]=[C:15]([O:19][CH3:20])[S:14]4)=[CH:8][C:7]=2[CH:21]=1.[CH2:23]([O:30][C:31]1[CH:36]=[CH:35][CH:34]=[C:33]([CH2:37]Br)[CH:32]=1)[C:24]1[CH:29]=[CH:28][CH:27]=[CH:26][CH:25]=1.C([O-])([O-])=O.[K+].[K+]. (3) The reactants are: C(=O)([O-])[O-].[Cs+].[Cs+].[NH:7]1[CH:11]=[CH:10][N:9]=[N:8]1.CN(C=O)C.Cl[C:18]1[CH:23]=[C:22]([NH2:24])[CH:21]=[CH:20][N:19]=1. Given the product [N:7]1[N:8]([C:18]2[CH:23]=[C:22]([NH2:24])[CH:21]=[CH:20][N:19]=2)[N:9]=[CH:10][CH:11]=1.[N:7]1([C:18]2[CH:23]=[C:22]([NH2:24])[CH:21]=[CH:20][N:19]=2)[CH:11]=[CH:10][N:9]=[N:8]1, predict the reactants needed to synthesize it. (4) Given the product [CH3:1][C:2]1[C:3]2[N:4]([N:9]=[C:10]([C:12](=[O:21])[CH2:13][C:14]([O:16][CH2:17][CH3:18])=[O:15])[CH:11]=2)[CH:5]=[C:6]([CH3:8])[N:7]=1, predict the reactants needed to synthesize it. The reactants are: [CH3:1][C:2]1[C:3]2[N:4]([N:9]=[C:10]([C:12](=[O:21])[CH2:13][C:14]([O:16][C:17](C)(C)[CH3:18])=[O:15])[CH:11]=2)[CH:5]=[C:6]([CH3:8])[N:7]=1.CCO. (5) Given the product [Cl:49][C:50]1[CH:51]=[C:52]([NH:53][C:23]([C:13]2[CH:14]=[C:15]([C:16]3[CH:17]=[CH:18][C:19]([F:22])=[CH:20][CH:21]=3)[N:11]([C:8]3[CH:7]=[CH:6][C:5]([S:2]([NH2:1])(=[O:4])=[O:3])=[CH:10][CH:9]=3)[N:12]=2)=[O:24])[CH:54]=[CH:55][CH:56]=1, predict the reactants needed to synthesize it. The reactants are: [NH2:1][S:2]([C:5]1[CH:10]=[CH:9][C:8]([N:11]2[C:15]([C:16]3[CH:21]=[CH:20][C:19]([F:22])=[CH:18][CH:17]=3)=[CH:14][C:13]([C:23](O)=[O:24])=[N:12]2)=[CH:7][CH:6]=1)(=[O:4])=[O:3].O.ON1C2C=CC=CC=2N=N1.Cl.CN(C)CCCN=C=NCC.[Cl:49][C:50]1[CH:51]=[C:52]([CH:54]=[CH:55][CH:56]=1)[NH2:53].C(O)(=O)CC(CC(O)=O)(C(O)=O)O. (6) Given the product [CH:12]([C:8]1[C:7]2[O:15][C:2]([CH3:17])([CH3:16])[C:3](=[O:4])[NH:5][C:6]=2[CH:11]=[CH:10][CH:9]=1)([CH3:14])[CH3:13], predict the reactants needed to synthesize it. The reactants are: Br[C:2]([CH3:17])([CH3:16])[C:3]([NH:5][C:6]1[CH:11]=[CH:10][CH:9]=[C:8]([CH:12]([CH3:14])[CH3:13])[C:7]=1[OH:15])=[O:4].C(=O)([O-])[O-].[K+].[K+].Cl. (7) Given the product [CH:1]1([C@@H:4]([C:18]2[CH:23]=[CH:22][CH:21]=[CH:20][CH:19]=2)[NH:5][C:6]([C:8]2[CH:9]=[C:10]3[C:14](=[CH:15][CH:16]=2)[NH:13][N:12]=[C:11]3[C:35]2[CH:36]=[CH:37][C:32]([O:31][CH:28]3[CH2:27][CH2:26][N:25]([CH3:24])[CH2:30][CH2:29]3)=[CH:33][CH:34]=2)=[O:7])[CH2:3][CH2:2]1, predict the reactants needed to synthesize it. The reactants are: [CH:1]1([C@@H:4]([C:18]2[CH:23]=[CH:22][CH:21]=[CH:20][CH:19]=2)[NH:5][C:6]([C:8]2[CH:9]=[C:10]3[C:14](=[CH:15][CH:16]=2)[NH:13][N:12]=[C:11]3I)=[O:7])[CH2:3][CH2:2]1.[CH3:24][N:25]1[CH2:30][CH2:29][CH:28]([O:31][C:32]2[CH:37]=[CH:36][C:35](B3OC(C)(C)C(C)(C)O3)=[CH:34][CH:33]=2)[CH2:27][CH2:26]1.C([O-])([O-])=O.[Na+].[Na+]. (8) Given the product [CH3:18][CH:17]1[CH2:16][CH2:15][N:14]([C:19]([O:21][CH2:22][C:23]2[CH:24]=[CH:25][CH:26]=[CH:27][CH:28]=2)=[O:20])[CH2:13][CH:12]1[C:10](=[O:11])[CH2:9][NH:8][C:29]1[N:30]=[C:31]2[CH:37]=[CH:36][N:35]([S:38]([C:41]3[CH:47]=[CH:46][C:44]([CH3:45])=[CH:43][CH:42]=3)(=[O:40])=[O:39])[C:32]2=[N:33][CH:34]=1, predict the reactants needed to synthesize it. The reactants are: C(OC([N:8]([C:29]1[N:30]=[C:31]2[CH:37]=[CH:36][N:35]([S:38]([C:41]3[CH:47]=[CH:46][C:44]([CH3:45])=[CH:43][CH:42]=3)(=[O:40])=[O:39])[C:32]2=[N:33][CH:34]=1)[CH2:9][C:10]([CH:12]1[CH:17]([CH3:18])[CH2:16][CH2:15][N:14]([C:19]([O:21][CH2:22][C:23]2[CH:28]=[CH:27][CH:26]=[CH:25][CH:24]=2)=[O:20])[CH2:13]1)=[O:11])=O)(C)(C)C.Cl. (9) Given the product [CH:6]([C@H:9]1[CH2:10][CH2:11][C@H:12]([NH:15][C:16]2[C:25]3[C:20](=[CH:21][CH:22]=[CH:23][CH:24]=3)[C:19]([CH2:26][C:27]3[CH:32]=[CH:31][N:30]=[C:29]([OH:33])[CH:28]=3)=[N:18][N:17]=2)[CH2:13][CH2:14]1)([CH3:8])[CH3:7], predict the reactants needed to synthesize it. The reactants are: [Si](I)(C)(C)C.[CH:6]([C@H:9]1[CH2:14][CH2:13][C@H:12]([NH:15][C:16]2[C:25]3[C:20](=[CH:21][CH:22]=[CH:23][CH:24]=3)[C:19]([CH2:26][C:27]3[CH:32]=[CH:31][N:30]=[C:29]([O:33]C)[CH:28]=3)=[N:18][N:17]=2)[CH2:11][CH2:10]1)([CH3:8])[CH3:7].C([O-])(O)=O.[Na+].O.